From a dataset of Full USPTO retrosynthesis dataset with 1.9M reactions from patents (1976-2016). Predict the reactants needed to synthesize the given product. (1) Given the product [CH2:22]([O:21][C:17](=[O:20])[CH2:18][NH:16][C:10]1[CH:11]=[C:12]([Br:15])[CH:13]=[CH:14][C:9]=1[O:8][CH2:1][C:2]1[CH:3]=[CH:4][CH:5]=[CH:6][CH:7]=1)[CH3:23], predict the reactants needed to synthesize it. The reactants are: [CH2:1]([O:8][C:9]1[CH:14]=[CH:13][C:12]([Br:15])=[CH:11][C:10]=1[NH2:16])[C:2]1[CH:7]=[CH:6][CH:5]=[CH:4][CH:3]=1.[C:17]([O:21][CH2:22][CH3:23])(=[O:20])[CH:18]=O.C(O[BH-](OC(=O)C)OC(=O)C)(=O)C.[Na+]. (2) Given the product [I:18][C:3]1[N:2]([CH3:1])[CH:6]=[C:5]([C:7]2[S:8][C:9]([CH3:12])=[CH:10][CH:11]=2)[N:4]=1, predict the reactants needed to synthesize it. The reactants are: [CH3:1][N:2]1[CH:6]=[C:5]([C:7]2[S:8][C:9]([CH3:12])=[CH:10][CH:11]=2)[N:4]=[CH:3]1.[Li]CCCC.[I:18]I.[NH4+].[Cl-]. (3) The reactants are: [CH:1]([N:4]([C:8]1[CH:13]=[CH:12][C:11]2[O:14][CH2:15][O:16][C:10]=2[CH:9]=1)[C:5]([NH2:7])=[O:6])([CH3:3])[CH3:2].[N:17]1[C:26]2[C:21](=[CH:22][CH:23]=[CH:24][CH:25]=2)[CH:20]=[C:19]([CH:27]=O)[CH:18]=1. Given the product [CH:1]([N:4]1[C:8]2[C:13](=[CH:12][C:11]3[O:14][CH2:15][O:16][C:10]=3[CH:9]=2)[CH:27]([C:19]2[CH:18]=[N:17][C:26]3[C:21]([CH:20]=2)=[CH:22][CH:23]=[CH:24][CH:25]=3)[NH:7][C:5]1=[O:6])([CH3:3])[CH3:2], predict the reactants needed to synthesize it. (4) Given the product [NH2:1][C:2]1[N:7]=[C:6]([CH3:8])[C:5]([CH2:9][C:10]2[CH:15]=[CH:14][C:13]([CH2:28][C:27]([OH:25])=[O:29])=[CH:12][CH:11]=2)=[C:4]([NH:19][CH2:20][CH2:21][CH2:22][CH2:23][CH3:24])[N:3]=1, predict the reactants needed to synthesize it. The reactants are: [NH2:1][C:2]1[N:7]=[C:6]([CH3:8])[C:5]([CH2:9][C:10]2[CH:15]=[CH:14][C:13](CC#N)=[CH:12][CH:11]=2)=[C:4]([NH:19][CH2:20][CH2:21][CH2:22][CH2:23][CH3:24])[N:3]=1.[OH-:25].[Na+].[CH2:27]([OH:29])[CH3:28]. (5) The reactants are: [F:1][C:2]1([F:24])[CH2:7][CH2:6][CH:5]([CH2:8][NH:9][C:10]([C:12]2[C:13]3[CH:14]=[CH:15][C:16](Cl)=[N:17][C:18]=3[CH:19]=[CH:20][C:21]=2[Cl:22])=[O:11])[CH2:4][CH2:3]1.[CH3:25][O:26][CH2:27][CH2:28][CH2:29][NH2:30]. Given the product [F:1][C:2]1([F:24])[CH2:7][CH2:6][CH:5]([CH2:8][NH:9][C:10]([C:12]2[C:13]3[CH:14]=[CH:15][C:16]([NH:30][CH2:29][CH2:28][CH2:27][O:26][CH3:25])=[N:17][C:18]=3[CH:19]=[CH:20][C:21]=2[Cl:22])=[O:11])[CH2:4][CH2:3]1, predict the reactants needed to synthesize it. (6) Given the product [CH:1]1[C:10]2[C:5](=[CH:6][CH:7]=[CH:8][CH:9]=2)[CH:4]=[CH:3][C:2]=1[S:11][CH2:13][CH2:14][CH2:15][CH2:16][OH:17], predict the reactants needed to synthesize it. The reactants are: [CH:1]1[C:10]2[C:5](=[CH:6][CH:7]=[CH:8][CH:9]=2)[CH:4]=[CH:3][C:2]=1[SH:11].Cl[CH2:13][CH2:14][CH2:15][CH2:16][OH:17].C(N(CC)CC)C.O. (7) The reactants are: Cl[C:2]1[N:7]([CH3:8])[C:6](=[O:9])[CH:5]=[C:4]([C:10]2[CH:15]=[CH:14][N:13]=[CH:12][C:11]=2[F:16])[N:3]=1.[O:17]1[CH2:21][CH2:20][C@@H:19]([NH:22][C:23]2[CH:28]=[CH:27][C:26]([C@@H:29]3[O:34][CH2:33][CH2:32][NH:31][CH2:30]3)=[CH:25][CH:24]=2)[CH2:18]1.C(N(CC)CC)C. Given the product [O:17]1[CH2:21][CH2:20][C@@H:19]([NH:22][C:23]2[CH:24]=[CH:25][C:26]([C@@H:29]3[O:34][CH2:33][CH2:32][N:31]([C:2]4[N:7]([CH3:8])[C:6](=[O:9])[CH:5]=[C:4]([C:10]5[CH:15]=[CH:14][N:13]=[CH:12][C:11]=5[F:16])[N:3]=4)[CH2:30]3)=[CH:27][CH:28]=2)[CH2:18]1, predict the reactants needed to synthesize it. (8) The reactants are: [C:1]([O:5][C:6]([N:8]1[CH2:17][C:16]([CH3:19])([CH3:18])[C:15]2[C:10](=[C:11]([NH2:20])[CH:12]=[CH:13][CH:14]=2)[CH2:9]1)=[O:7])([CH3:4])([CH3:3])[CH3:2].CCN(C(C)C)C(C)C.[CH2:30]([O:32][C:33](=[O:36])[CH2:34]Br)[CH3:31]. Given the product [C:1]([O:5][C:6]([N:8]1[CH2:17][C:16]([CH3:19])([CH3:18])[C:15]2[C:10](=[C:11]([NH:20][CH2:34][C:33]([O:32][CH2:30][CH3:31])=[O:36])[CH:12]=[CH:13][CH:14]=2)[CH2:9]1)=[O:7])([CH3:4])([CH3:2])[CH3:3], predict the reactants needed to synthesize it. (9) The reactants are: [F:1][C:2]([F:31])([F:30])[C:3]1[CH:8]=[CH:7][N:6]=[C:5]([NH:9][C:10]2[CH:11]=[C:12]([C:16]3[N:17]=[C:18]([N:21]4[CH2:26][CH2:25][CH:24]([C:27](O)=[O:28])[CH2:23][CH2:22]4)[S:19][CH:20]=3)[CH:13]=[CH:14][CH:15]=2)[N:4]=1.[Cl-].[NH4+].C([N:37](C(C)C)CC)(C)C.F[P-](F)(F)(F)(F)F.N1(O[P+](N2CCCC2)(N2CCCC2)N2CCCC2)C2C=CC=CC=2N=N1. Given the product [F:1][C:2]([F:31])([F:30])[C:3]1[CH:8]=[CH:7][N:6]=[C:5]([NH:9][C:10]2[CH:11]=[C:12]([C:16]3[N:17]=[C:18]([N:21]4[CH2:22][CH2:23][CH:24]([C:27]([NH2:37])=[O:28])[CH2:25][CH2:26]4)[S:19][CH:20]=3)[CH:13]=[CH:14][CH:15]=2)[N:4]=1, predict the reactants needed to synthesize it.